This data is from Forward reaction prediction with 1.9M reactions from USPTO patents (1976-2016). The task is: Predict the product of the given reaction. Given the reactants C1C2C(CO[C:16]([NH:18][C@@H:19]([C:23]3[CH:28]=[CH:27][CH:26]=[CH:25][CH:24]=3)[C:20]([OH:22])=O)=[O:17])C3C(=CC=CC=3)C=2C=CC=1.C(OC(=O)[NH:35][CH2:36][C:37]1[CH:42]=[CH:41][C:40]([CH2:43][NH2:44])=[CH:39][CH:38]=1)(C)(C)C.[CH2:46]([O:53][C:54]1[CH:59]=[CH:58][C:57]([N:60]=C=O)=[CH:56][CH:55]=1)[C:47]1[CH:52]=[CH:51][CH:50]=[CH:49][CH:48]=1, predict the reaction product. The product is: [NH2:44][CH2:43][C:40]1[CH:39]=[CH:38][C:37]([CH2:36][NH:35][C:20](=[O:22])[C@@H:19]([NH:18][C:16]([NH:60][C:57]2[CH:56]=[CH:55][C:54]([O:53][CH2:46][C:47]3[CH:48]=[CH:49][CH:50]=[CH:51][CH:52]=3)=[CH:59][CH:58]=2)=[O:17])[C:23]2[CH:24]=[CH:25][CH:26]=[CH:27][CH:28]=2)=[CH:42][CH:41]=1.